The task is: Binary Classification. Given a T-cell receptor sequence (or CDR3 region) and an epitope sequence, predict whether binding occurs between them.. This data is from TCR-epitope binding with 47,182 pairs between 192 epitopes and 23,139 TCRs. (1) The epitope is IVTDFSVIK. The TCR CDR3 sequence is CASSQVPGQGPNYGYTF. Result: 1 (the TCR binds to the epitope). (2) Result: 0 (the TCR does not bind to the epitope). The TCR CDR3 sequence is CASSQDLMGGHDEQFF. The epitope is AYAQKIFKI. (3) The epitope is LLMPILTLT. The TCR CDR3 sequence is CASSYFGGEQFF. Result: 0 (the TCR does not bind to the epitope). (4) The epitope is GPGHKARVL. The TCR CDR3 sequence is CASSLEGSGRNNEQFF. Result: 0 (the TCR does not bind to the epitope). (5) The epitope is TLIGDCATV. The TCR CDR3 sequence is CASRMTEALDNSPLHF. Result: 1 (the TCR binds to the epitope). (6) The epitope is TPRVTGGGAM. The TCR CDR3 sequence is CASSAGTGIYDGAFF. Result: 1 (the TCR binds to the epitope). (7) The epitope is GVAMPNLYK. The TCR CDR3 sequence is CASSPGEGGRYEQYF. Result: 0 (the TCR does not bind to the epitope). (8) The epitope is KLWAQCVQL. The TCR CDR3 sequence is CASSPDRGRILETQYF. Result: 1 (the TCR binds to the epitope). (9) The epitope is LLMPILTLT. The TCR CDR3 sequence is CASSPLATDTQYF. Result: 1 (the TCR binds to the epitope). (10) The epitope is ILGLPTQTV. The TCR CDR3 sequence is CASSLESGAAGANVLTF. Result: 1 (the TCR binds to the epitope).